This data is from Reaction yield outcomes from USPTO patents with 853,638 reactions. The task is: Predict the reaction yield, written as a fraction of the theoretical maximum amount of product (1.0 means a 100% yield; for example, 0.34 means a 34% yield). (1) The product is [CH2:38]([C:39]1[O:40][C:34]([NH:13][C:12]2[CH:14]=[CH:15][C:9]([B:4]3[O:3][C:2]([CH3:16])([CH3:1])[C:6]([CH3:7])([CH3:8])[O:5]3)=[CH:10][CH:11]=2)=[N:33][N:41]=1)[CH:37]([CH3:43])[CH3:36]. The yield is 0.690. The reactants are [CH3:1][C:2]1([CH3:16])[C:6]([CH3:8])([CH3:7])[O:5][B:4]([C:9]2[CH:15]=[CH:14][C:12]([NH2:13])=[CH:11][CH:10]=2)[O:3]1.C(N1C=CC=CC1=O)(N1C=CC=CC1=O)=S.[N-:33]=[C:34]=S.[CH3:36][CH:37]([CH3:43])[CH2:38][C:39]([NH:41]N)=[O:40].C(Cl)CCl. The catalyst is C(Cl)Cl. (2) The reactants are Br[C:2]1[CH:9]=[CH:8][C:5]([C:6]#[N:7])=[CH:4][CH:3]=1.[C:10]1([OH:16])[CH:15]=[CH:14][CH:13]=[CH:12][CH:11]=1.C([O-])([O-])=O.[Cs+].[Cs+].C1(C(O)=O)C2C(=CC=CC=2)C=CC=1. The catalyst is C(OCC)(=O)C.C1(C)C=CC=CC=1. The product is [O:16]([C:2]1[CH:9]=[CH:8][C:5]([C:6]#[N:7])=[CH:4][CH:3]=1)[C:10]1[CH:15]=[CH:14][CH:13]=[CH:12][CH:11]=1. The yield is 0.860.